This data is from Full USPTO retrosynthesis dataset with 1.9M reactions from patents (1976-2016). The task is: Predict the reactants needed to synthesize the given product. Given the product [Br:1][C:2]1[CH:11]=[CH:10][CH:9]=[C:8]2[C:3]=1[CH:4]=[C:5]([Cl:13])[N:6]=[CH:7]2, predict the reactants needed to synthesize it. The reactants are: [Br:1][C:2]1[CH:11]=[CH:10][CH:9]=[C:8]2[C:3]=1[CH:4]=[C:5]([Cl:13])[N:6]=[C:7]2Cl.[OH-].[Na+].